From a dataset of Catalyst prediction with 721,799 reactions and 888 catalyst types from USPTO. Predict which catalyst facilitates the given reaction. (1) Product: [F:11][C:12]1[C:13]([O:30][CH3:31])=[C:14]([C:18]([CH3:29])([CH3:28])[CH2:19][C:20]([OH:23])([C:24]([F:27])([F:26])[F:25])[CH:21]=[O:22])[CH:15]=[CH:16][CH:17]=1. Reactant: C(Cl)(=O)C(Cl)=O.CS(C)=O.[F:11][C:12]1[C:13]([O:30][CH3:31])=[C:14]([C:18]([CH3:29])([CH3:28])[CH2:19][C:20]([C:24]([F:27])([F:26])[F:25])([OH:23])[CH2:21][OH:22])[CH:15]=[CH:16][CH:17]=1.C(N(CC)CC)C. The catalyst class is: 46. (2) Reactant: [Cl-].O[NH3+:3].[C:4](=[O:7])([O-])[OH:5].[Na+].CS(C)=O.[F:13][C:14]1[CH:15]=[C:16]([C:48]2[C:49]([C:54]#[N:55])=[CH:50][CH:51]=[CH:52][CH:53]=2)[CH:17]=[CH:18][C:19]=1[CH2:20][C:21]1[C:22](=[O:47])[N:23]([C@H:33]2[CH2:38][CH2:37][C@H:36]([O:39][C:40]3([C:43]([OH:46])([CH3:45])[CH3:44])[CH2:42][CH2:41]3)[CH2:35][CH2:34]2)[C:24]2[N:25]([N:30]=[CH:31][N:32]=2)[C:26]=1[CH2:27][CH2:28][CH3:29]. Product: [F:13][C:14]1[CH:15]=[C:16]([C:48]2[CH:53]=[CH:52][CH:51]=[CH:50][C:49]=2[C:54]2[NH:3][C:4](=[O:7])[O:5][N:55]=2)[CH:17]=[CH:18][C:19]=1[CH2:20][C:21]1[C:22](=[O:47])[N:23]([C@H:33]2[CH2:34][CH2:35][C@H:36]([O:39][C:40]3([C:43]([OH:46])([CH3:45])[CH3:44])[CH2:41][CH2:42]3)[CH2:37][CH2:38]2)[C:24]2[N:25]([N:30]=[CH:31][N:32]=2)[C:26]=1[CH2:27][CH2:28][CH3:29]. The catalyst class is: 69. (3) Reactant: [CH3:1][O:2][C:3]1[CH:4]=[C:5]2[C:31](=[CH:32][C:33]=1[O:34][CH3:35])[CH:9]1[O:10][CH2:11][C:12]([C:25]3[CH:30]=[CH:29][CH:28]=[CH:27][CH:26]=3)([C:14]3[CH:19]=[CH:18][C:17]([N:20]4[CH2:24][CH2:23][CH2:22][CH2:21]4)=[CH:16][CH:15]=3)[CH:13]=[C:8]1[CH:7]=[C:6]2[C:36]1[CH:41]=[CH:40][C:39]([C:42]2[CH:47]=[CH:46][C:45]([O:48]O)=[CH:44][CH:43]=2)=[CH:38][CH:37]=1.[F:50][C:51]([F:67])([C:57]([F:66])([F:65])[C:58]([F:64])([F:63])[C:59]([F:62])([F:61])[F:60])[CH2:52][CH2:53][C:54](O)=[O:55].C1(N=C=NC2CCCCC2)CCCCC1. Product: [CH3:1][O:2][C:3]1[CH:4]=[C:5]2[C:31](=[CH:32][C:33]=1[O:34][CH3:35])[CH:9]1[O:10][CH2:11][C:12]([C:25]3[CH:30]=[CH:29][CH:28]=[CH:27][CH:26]=3)([C:14]3[CH:19]=[CH:18][C:17]([N:20]4[CH2:24][CH2:23][CH2:22][CH2:21]4)=[CH:16][CH:15]=3)[CH:13]=[C:8]1[CH:7]=[C:6]2[C:36]1[CH:41]=[CH:40][C:39]([C:42]2[CH:47]=[CH:46][C:45]([O:48][C:54](=[O:55])[CH2:53][CH2:52][C:51]([F:50])([F:67])[C:57]([F:65])([F:66])[C:58]([F:63])([F:64])[C:59]([F:60])([F:62])[F:61])=[CH:44][CH:43]=2)=[CH:38][CH:37]=1. The catalyst class is: 172. (4) Reactant: C(N(CC)CC)C.[Cl:8][C:9]1[N:14]([CH2:15][CH2:16][OH:17])[C:13](=[O:18])[C:12]([NH:19][CH2:20][CH2:21][C:22]2[CH:27]=[CH:26][CH:25]=[CH:24][N:23]=2)=[N:11][CH:10]=1.[CH3:28][S:29](Cl)(=[O:31])=[O:30]. The catalyst class is: 4. Product: [Cl:8][C:9]1[N:14]([CH2:15][CH2:16][O:17][S:29]([CH3:28])(=[O:31])=[O:30])[C:13](=[O:18])[C:12]([NH:19][CH2:20][CH2:21][C:22]2[CH:27]=[CH:26][CH:25]=[CH:24][N:23]=2)=[N:11][CH:10]=1.